This data is from Forward reaction prediction with 1.9M reactions from USPTO patents (1976-2016). The task is: Predict the product of the given reaction. The product is: [C:11]1([C:21]2[N:22]=[C:23]([C:26]([NH:4][C:3]3[CH:5]=[CH:6][CH:7]=[CH:8][C:2]=3[C:1]([OH:10])=[O:9])=[O:27])[S:24][CH:25]=2)[C:20]2[C:15](=[CH:16][CH:17]=[CH:18][CH:19]=2)[CH:14]=[CH:13][CH:12]=1. Given the reactants [C:1]([OH:10])(=[O:9])[C:2]1[C:3](=[CH:5][CH:6]=[CH:7][CH:8]=1)[NH2:4].[C:11]1([C:21]2[N:22]=[C:23]([C:26](Cl)=[O:27])[S:24][CH:25]=2)[C:20]2[C:15](=[CH:16][CH:17]=[CH:18][CH:19]=2)[CH:14]=[CH:13][CH:12]=1, predict the reaction product.